From a dataset of NCI-60 drug combinations with 297,098 pairs across 59 cell lines. Regression. Given two drug SMILES strings and cell line genomic features, predict the synergy score measuring deviation from expected non-interaction effect. (1) Drug 1: CC1CCC2CC(C(=CC=CC=CC(CC(C(=O)C(C(C(=CC(C(=O)CC(OC(=O)C3CCCCN3C(=O)C(=O)C1(O2)O)C(C)CC4CCC(C(C4)OC)O)C)C)O)OC)C)C)C)OC. Drug 2: CN(CCCl)CCCl.Cl. Cell line: NCI-H226. Synergy scores: CSS=6.07, Synergy_ZIP=2.38, Synergy_Bliss=-1.82, Synergy_Loewe=-9.05, Synergy_HSA=-1.39. (2) Drug 1: CC1CCC2CC(C(=CC=CC=CC(CC(C(=O)C(C(C(=CC(C(=O)CC(OC(=O)C3CCCCN3C(=O)C(=O)C1(O2)O)C(C)CC4CCC(C(C4)OC)OCCO)C)C)O)OC)C)C)C)OC. Drug 2: CN(C(=O)NC(C=O)C(C(C(CO)O)O)O)N=O. Cell line: IGROV1. Synergy scores: CSS=2.19, Synergy_ZIP=1.02, Synergy_Bliss=3.55, Synergy_Loewe=-3.69, Synergy_HSA=2.09. (3) Drug 1: C1CCN(CC1)CCOC2=CC=C(C=C2)C(=O)C3=C(SC4=C3C=CC(=C4)O)C5=CC=C(C=C5)O. Drug 2: CC1C(C(=O)NC(C(=O)N2CCCC2C(=O)N(CC(=O)N(C(C(=O)O1)C(C)C)C)C)C(C)C)NC(=O)C3=C4C(=C(C=C3)C)OC5=C(C(=O)C(=C(C5=N4)C(=O)NC6C(OC(=O)C(N(C(=O)CN(C(=O)C7CCCN7C(=O)C(NC6=O)C(C)C)C)C)C(C)C)C)N)C. Cell line: U251. Synergy scores: CSS=6.93, Synergy_ZIP=-6.42, Synergy_Bliss=-7.33, Synergy_Loewe=-22.8, Synergy_HSA=-7.52.